This data is from Catalyst prediction with 721,799 reactions and 888 catalyst types from USPTO. The task is: Predict which catalyst facilitates the given reaction. (1) Reactant: OC1C2N=NNC=2C=CC=1.CN1CCOCC1.Cl.CN(C)CCCN=C=NCC.[CH:30]1([C@@:35]([OH:45])([C:39]2[CH:44]=[CH:43][CH:42]=[CH:41][CH:40]=2)[C:36]([OH:38])=O)[CH2:34][CH2:33][CH2:32][CH2:31]1.[CH2:46]([N:53]1[CH2:59][CH:58]2[CH:60]([CH2:61][NH:62][CH3:63])[CH:55]([CH2:56][CH2:57]2)[CH2:54]1)[C:47]1[CH:52]=[CH:51][CH:50]=[CH:49][CH:48]=1. Product: [CH2:46]([N:53]1[CH2:59][CH:58]2[CH:60]([CH2:61][N:62]([CH3:63])[C:36](=[O:38])[C@:35]([CH:30]3[CH2:31][CH2:32][CH2:33][CH2:34]3)([OH:45])[C:39]3[CH:44]=[CH:43][CH:42]=[CH:41][CH:40]=3)[CH:55]([CH2:56][CH2:57]2)[CH2:54]1)[C:47]1[CH:48]=[CH:49][CH:50]=[CH:51][CH:52]=1. The catalyst class is: 146. (2) Reactant: [P:1]([OH:33])([OH:32])([O:3][CH2:4][C@@H:5]1[O:9][C:8](=[O:10])[N:7]([C:11]2[CH:16]=[CH:15][C:14]([C:17]3[CH:18]=[C:19]4[C:23](=[CH:24][CH:25]=3)[CH2:22][N:21]([C:26]3[NH:30][N:29]=[N:28][CH:27]=3)[CH2:20]4)=[C:13]([F:31])[CH:12]=2)[CH2:6]1)=[O:2].C[O-].[Na+:36]. Product: [Na+:36].[Na+:36].[P:1]([O-:32])([O-:33])([O:3][CH2:4][C@@H:5]1[O:9][C:8](=[O:10])[N:7]([C:11]2[CH:16]=[CH:15][C:14]([C:17]3[CH:18]=[C:19]4[C:23](=[CH:24][CH:25]=3)[CH2:22][N:21]([C:26]3[NH:30][N:29]=[N:28][CH:27]=3)[CH2:20]4)=[C:13]([F:31])[CH:12]=2)[CH2:6]1)=[O:2]. The catalyst class is: 5.